From a dataset of Peptide-MHC class II binding affinity with 134,281 pairs from IEDB. Regression. Given a peptide amino acid sequence and an MHC pseudo amino acid sequence, predict their binding affinity value. This is MHC class II binding data. The peptide sequence is FERQYKELQTQAEDDRR. The MHC is DRB1_0701 with pseudo-sequence DRB1_0701. The binding affinity (normalized) is 0.0743.